This data is from Full USPTO retrosynthesis dataset with 1.9M reactions from patents (1976-2016). The task is: Predict the reactants needed to synthesize the given product. (1) Given the product [CH3:1][C:2]1[N:6]2[C:7]3[CH:13]=[C:12]([CH3:14])[NH:11][C:8]=3[CH:9]=[C:10]([N+:30]([O-:31])=[O:29])[C:5]2=[N:4][N:3]=1, predict the reactants needed to synthesize it. The reactants are: [CH3:1][C:2]1[N:6]2[C:7]3[CH:13]=[C:12]([CH3:14])[N:11](S(C4C=CC=CC=4)(=O)=O)[C:8]=3[CH:9]=[CH:10][C:5]2=[N:4][N:3]=1.F[B-](F)(F)F.[O:29]=[N+:30]=[O:31].[OH-].[K+].Cl. (2) Given the product [C:1]([C:5]1[CH:10]=[CH:9][C:8]([O:11][CH2:13][CH:15]2[CH2:16][O:17]2)=[C:7]([CH3:12])[CH:6]=1)([CH3:4])([CH3:3])[CH3:2], predict the reactants needed to synthesize it. The reactants are: [C:1]([C:5]1[CH:10]=[CH:9][C:8]([OH:11])=[C:7]([CH3:12])[CH:6]=1)([CH3:4])([CH3:3])[CH3:2].[CH2:13]([CH:15]1[O:17][CH2:16]1)Cl.